From a dataset of Forward reaction prediction with 1.9M reactions from USPTO patents (1976-2016). Predict the product of the given reaction. (1) Given the reactants [CH:1]([CH2:3][SiH:4](OC)OC)=C.[CH3:9][O:10][CH:11]([SiH3:14])[O:12][CH3:13], predict the reaction product. The product is: [CH3:9][O:10][CH:11]([SiH2:14][CH2:1][CH2:3][SiH2:4][CH:11]([O:12][CH3:13])[O:10][CH3:9])[O:12][CH3:13]. (2) Given the reactants [C:1]([N:8]1[CH2:13][CH2:12][CH2:11][CH:10]([CH2:14][NH:15][C:16]2[CH:21]=[CH:20][CH:19]=[CH:18][CH:17]=2)[CH2:9]1)([O:3][C:4]([CH3:7])([CH3:6])[CH3:5])=[O:2].[S:22]1[CH:26]=[CH:25][CH:24]=[C:23]1[C:27](Cl)=[O:28], predict the reaction product. The product is: [C:1]([N:8]1[CH2:13][CH2:12][CH2:11][CH:10]([CH2:14][N:15]([C:16]2[CH:21]=[CH:20][CH:19]=[CH:18][CH:17]=2)[C:27]([C:23]2[S:22][CH:26]=[CH:25][CH:24]=2)=[O:28])[CH2:9]1)([O:3][C:4]([CH3:6])([CH3:7])[CH3:5])=[O:2]. (3) Given the reactants [C:1]([C:4]1[C:22](=[O:23])[C@@:8]2([CH3:24])[C:9]3[C:15]([OH:16])=[CH:14][C:13]([O:17][CH3:18])=[C:12]([C:19]([NH2:21])=[O:20])[C:10]=3[O:11][C:7]2=[CH:6][C:5]=1[OH:25])(=[O:3])[CH3:2].[Cl:26][C:27]1[CH:46]=[CH:45][CH:44]=[CH:43][C:28]=1[CH2:29][O:30][C:31]1[C:40]2[C:35](=[CH:36][CH:37]=[CH:38][CH:39]=2)[C:34]([CH:41]=O)=[CH:33][CH:32]=1.C([SiH](CC)CC)C.FC(F)(F)C(O)=O, predict the reaction product. The product is: [C:1]([C:4]1[C:22](=[O:23])[C@@:8]2([CH3:24])[C:9]3[C:15]([OH:16])=[CH:14][C:13]([O:17][CH3:18])=[C:12]([C:19]([NH:21][CH2:41][C:34]4[C:35]5[C:40](=[CH:39][CH:38]=[CH:37][CH:36]=5)[C:31]([O:30][CH2:29][C:28]5[CH:43]=[CH:44][CH:45]=[CH:46][C:27]=5[Cl:26])=[CH:32][CH:33]=4)=[O:20])[C:10]=3[O:11][C:7]2=[CH:6][C:5]=1[OH:25])(=[O:3])[CH3:2]. (4) The product is: [CH:55]12[O:58][CH:51]([CH2:57][CH2:56]1)[CH2:52][N:53]([CH2:10][CH2:11][NH:12][C@:13]13[CH2:47][CH2:46][C@@H:45]([C:48]([CH3:50])=[CH2:49])[C@@H:14]1[C@@H:15]1[C@@:28]([CH3:31])([CH2:29][CH2:30]3)[C@@:27]3([CH3:32])[C@@H:18]([C@:19]4([CH3:44])[C@@H:24]([CH2:25][CH2:26]3)[C:23]([CH3:33])([CH3:34])[C:22]([C:35]3[CH:43]=[CH:42][C:38]([C:39]([OH:41])=[O:40])=[CH:37][CH:36]=3)=[CH:21][CH2:20]4)[CH2:17][CH2:16]1)[CH2:54]2. Given the reactants [C@@H]12N([CH2:10][CH2:11][NH:12][C@:13]34[CH2:47][CH2:46][C@@H:45]([C:48]([CH3:50])=[CH2:49])[C@@H:14]3[C@@H:15]3[C@@:28]([CH3:31])([CH2:29][CH2:30]4)[C@@:27]4([CH3:32])[C@@H:18]([C@:19]5([CH3:44])[C@@H:24]([CH2:25][CH2:26]4)[C:23]([CH3:34])([CH3:33])[C:22]([C:35]4[CH:43]=[CH:42][C:38]([C:39]([OH:41])=[O:40])=[CH:37][CH:36]=4)=[CH:21][CH2:20]5)[CH2:17][CH2:16]3)[C@@H](CCC1)COC2.[C@@H:51]12[O:58][C@@H:55]([CH2:56][CH2:57]1)[CH2:54][NH:53][CH2:52]2, predict the reaction product. (5) Given the reactants [Br:1][C:2]1[CH:3]=[C:4]([NH:8][C:9]2[CH:14]=[CH:13][CH:12]=[C:11]([Cl:15])[C:10]=2[F:16])[CH:5]=[N:6][CH:7]=1.C(OCC)(=O)C.N, predict the reaction product. The product is: [Br:1][C:2]1[CH:7]=[N:6][C:5]2[C:14]3[CH:13]=[CH:12][C:11]([Cl:15])=[C:10]([F:16])[C:9]=3[NH:8][C:4]=2[CH:3]=1. (6) Given the reactants FC(F)(F)C(O)=O.[CH3:8][N:9]1[CH2:14][CH2:13][N:12]([C:15]2[CH:20]=[CH:19][C:18]([NH:21][C:22]3[N:23]=[CH:24][C:25]4[C:48](=[O:49])[N:29]5[N:30]([C:42]6[CH:47]=[CH:46][CH:45]=[CH:44][N:43]=6)[C:31]6[CH:32]=[C:33]([O:37][CH2:38][C:39](O)=[O:40])[CH:34]=[CH:35][C:36]=6[C:28]5=[N:27][C:26]=4[N:50]=3)=[CH:17][CH:16]=2)[CH2:11][CH2:10]1.[Cl-].[NH4+].Cl.C[N:55](C)CCCN=C=NCC.O.ON1C2C=CC=CC=2N=N1, predict the reaction product. The product is: [CH3:8][N:9]1[CH2:10][CH2:11][N:12]([C:15]2[CH:20]=[CH:19][C:18]([NH:21][C:22]3[N:23]=[CH:24][C:25]4[C:48](=[O:49])[N:29]5[N:30]([C:42]6[CH:47]=[CH:46][CH:45]=[CH:44][N:43]=6)[C:31]6[CH:32]=[C:33]([O:37][CH2:38][C:39]([NH2:55])=[O:40])[CH:34]=[CH:35][C:36]=6[C:28]5=[N:27][C:26]=4[N:50]=3)=[CH:17][CH:16]=2)[CH2:13][CH2:14]1. (7) Given the reactants [O:1]=[C:2]1[C:5]2([CH2:10][CH2:9][CH2:8][N:7]([C:11]([O:13][C:14]([CH3:17])([CH3:16])[CH3:15])=[O:12])[CH2:6]2)[CH:4]([C:18]2[CH:23]=[CH:22][CH:21]=[CH:20][CH:19]=2)[NH:3]1.[H-].[Na+].I[CH3:27], predict the reaction product. The product is: [CH3:27][N:3]1[CH:4]([C:18]2[CH:19]=[CH:20][CH:21]=[CH:22][CH:23]=2)[C:5]2([CH2:10][CH2:9][CH2:8][N:7]([C:11]([O:13][C:14]([CH3:17])([CH3:16])[CH3:15])=[O:12])[CH2:6]2)[C:2]1=[O:1].